Dataset: Forward reaction prediction with 1.9M reactions from USPTO patents (1976-2016). Task: Predict the product of the given reaction. (1) Given the reactants [CH2:1]([O:8][C:9]1[CH:16]=[CH:15][C:14]([N+:17]([O-])=O)=[CH:13][C:10]=1[CH2:11][OH:12])[C:2]1[CH:7]=[CH:6][CH:5]=[CH:4][CH:3]=1.OCC1C=C(C=CC=1OC)N, predict the reaction product. The product is: [CH2:1]([O:8][C:9]1[CH:16]=[CH:15][C:14]([NH2:17])=[CH:13][C:10]=1[CH2:11][OH:12])[C:2]1[CH:3]=[CH:4][CH:5]=[CH:6][CH:7]=1. (2) Given the reactants [OH-].[Na+].[CH:3]1([C:6]2[CH:11]=[C:10]([CH2:12][N:13]3[CH2:16][C:15]4([CH2:20][C:19]([N:21]5[CH2:26][CH2:25][C:24]([CH3:32])([C:27]([O:29]CC)=[O:28])[CH2:23][CH2:22]5)=[N:18][O:17]4)[CH2:14]3)[CH:9]=[C:8]([O:33][CH2:34][CH3:35])[C:7]=2[C:36]2[CH:41]=[CH:40][C:39]([F:42])=[CH:38][CH:37]=2)[CH2:5][CH2:4]1.Cl, predict the reaction product. The product is: [CH:3]1([C:6]2[CH:11]=[C:10]([CH2:12][N:13]3[CH2:16][C:15]4([CH2:20][C:19]([N:21]5[CH2:26][CH2:25][C:24]([CH3:32])([C:27]([OH:29])=[O:28])[CH2:23][CH2:22]5)=[N:18][O:17]4)[CH2:14]3)[CH:9]=[C:8]([O:33][CH2:34][CH3:35])[C:7]=2[C:36]2[CH:41]=[CH:40][C:39]([F:42])=[CH:38][CH:37]=2)[CH2:4][CH2:5]1. (3) Given the reactants [Cl:1][C:2]1[C:3]([NH:23][C:24]2[CH:28]=[C:27]([CH3:29])[NH:26][N:25]=2)=[N:4][C:5]([NH:8][C:9]2[CH:14]=[C:13]([CH3:15])[C:12]([CH:16]3[CH2:21][CH2:20][NH:19][CH2:18][CH2:17]3)=[CH:11][C:10]=2[F:22])=[N:6][CH:7]=1.C(N(CC)CC)C.Cl[C:38]([O:40][CH2:41][CH3:42])=[O:39], predict the reaction product. The product is: [Cl:1][C:2]1[C:3]([NH:23][C:24]2[CH:28]=[C:27]([CH3:29])[NH:26][N:25]=2)=[N:4][C:5]([NH:8][C:9]2[C:10]([F:22])=[CH:11][C:12]([CH:16]3[CH2:17][CH2:18][N:19]([C:38]([O:40][CH2:41][CH3:42])=[O:39])[CH2:20][CH2:21]3)=[C:13]([CH3:15])[CH:14]=2)=[N:6][CH:7]=1. (4) Given the reactants [CH:1]1[C:13]2[C:12](=O)[C:11]3[C:6](=[CH:7][CH:8]=[CH:9][CH:10]=3)[C:5]=2[C:4](C(Cl)=O)=[CH:3][CH:2]=1.C(OCCO)(=O)C1C=CC(C(OCCO)=[O:24])=CC=1.C(N(CC)CC)C, predict the reaction product. The product is: [C:1]1(=[O:24])[C:13]2[C:5]([C:6]3[C:11]([CH:12]=2)=[CH:10][CH:9]=[CH:8][CH:7]=3)=[CH:4][CH:3]=[CH:2]1. (5) Given the reactants Cl[C:2]1[C:3]2[S:20][C:19]([NH2:21])=[N:18][C:4]=2[N:5]=[C:6]([S:8][CH2:9][C:10]2[CH:15]=[CH:14][CH:13]=[C:12]([F:16])[C:11]=2[F:17])[N:7]=1.[NH2:22][CH:23]([CH2:26][OH:27])[CH2:24][OH:25], predict the reaction product. The product is: [NH2:21][C:19]1[S:20][C:3]2[C:2]([NH:22][CH:23]([CH2:26][OH:27])[CH2:24][OH:25])=[N:7][C:6]([S:8][CH2:9][C:10]3[CH:15]=[CH:14][CH:13]=[C:12]([F:16])[C:11]=3[F:17])=[N:5][C:4]=2[N:18]=1. (6) Given the reactants [F:1][C:2]1[CH:3]=[CH:4][C:5]([O:29][CH3:30])=[C:6]([C:8]([CH3:28])([CH3:27])[CH2:9][C:10]([NH2:26])([CH2:15][C:16]2[C:25]3[C:20](=[CH:21][CH:22]=[CH:23][CH:24]=3)[N:19]=[CH:18][CH:17]=2)[C:11]([F:14])([F:13])[F:12])[CH:7]=1.[C:31](OC(=O)C)(=[O:33])[CH3:32], predict the reaction product. The product is: [F:1][C:2]1[CH:3]=[CH:4][C:5]([O:29][CH3:30])=[C:6]([C:8]([CH3:27])([CH3:28])[CH2:9][C:10]([NH:26][C:31](=[O:33])[CH3:32])([CH2:15][C:16]2[C:25]3[C:20](=[CH:21][CH:22]=[CH:23][CH:24]=3)[N:19]=[CH:18][CH:17]=2)[C:11]([F:12])([F:14])[F:13])[CH:7]=1. (7) The product is: [F:1][C:2]1[CH:7]=[CH:6][C:5]([C@@H:8]([N:10]2[CH2:15][CH2:14][CH2:13][CH:12]([P:18](=[O:25])([O:22][CH2:23][CH3:24])[O:19][CH2:20][CH3:21])[C:11]2=[O:17])[CH3:9])=[CH:4][CH:3]=1. Given the reactants [F:1][C:2]1[CH:7]=[CH:6][C:5]([CH:8]([N:10]2[CH2:15][CH2:14][CH2:13][CH:12](I)[C:11]2=[O:17])[CH3:9])=[CH:4][CH:3]=1.[P:18]([O:25]CC)([O:22][CH2:23][CH3:24])[O:19][CH2:20][CH3:21], predict the reaction product. (8) Given the reactants C([O:3][C:4]([C:6]1([NH:15][C:16](=[O:29])[C:17]2[CH:22]=[CH:21][CH:20]=[C:19]([CH3:23])[C:18]=2/[CH:24]=[CH:25]/[CH2:26][CH2:27][CH3:28])[CH2:14][C:13]2[C:8](=[CH:9][CH:10]=[CH:11][CH:12]=2)[CH2:7]1)=[O:5])C.[OH-].[K+].O, predict the reaction product. The product is: [CH3:23][C:19]1[C:18](/[CH:24]=[CH:25]/[CH2:26][CH2:27][CH3:28])=[C:17]([CH:22]=[CH:21][CH:20]=1)[C:16]([NH:15][C:6]1([C:4]([OH:5])=[O:3])[CH2:14][C:13]2[C:8](=[CH:9][CH:10]=[CH:11][CH:12]=2)[CH2:7]1)=[O:29]. (9) Given the reactants [OH:1][C:2]([C:5]1[CH:10]=[CH:9][C:8]([C:11]2[NH:16][C:15](=[O:17])[C:14]3=[CH:18][CH:19]=[CH:20][N:13]3[N:12]=2)=[CH:7][CH:6]=1)([CH3:4])[CH3:3].[OH2:21].[C:22]1([CH3:32])C=CC(S(O)(=O)=O)=CC=1.O, predict the reaction product. The product is: [OH:21][CH2:22][CH2:32][O:1][C:2]([C:5]1[CH:6]=[CH:7][C:8]([C:11]2[NH:16][C:15](=[O:17])[C:14]3=[CH:18][CH:19]=[CH:20][N:13]3[N:12]=2)=[CH:9][CH:10]=1)([CH3:4])[CH3:3]. (10) The product is: [O:1]=[C:2]1[NH:7][C:6]2[CH:8]=[C:9]([C:12]([O:14][CH2:18][CH3:19])=[O:13])[CH:10]=[CH:11][C:5]=2[O:4][CH2:3]1. Given the reactants [O:1]=[C:2]1[NH:7][C:6]2[CH:8]=[C:9]([C:12]([OH:14])=[O:13])[CH:10]=[CH:11][C:5]=2[O:4][CH2:3]1.Cl.CN(C)[CH2:18][CH2:19]CN=C=NCC.O.ON1C2C=CC=CC=2N=N1.C(N(CC)CC)C.C(O)C.FC(F)(F)C(O)=O, predict the reaction product.